From a dataset of Full USPTO retrosynthesis dataset with 1.9M reactions from patents (1976-2016). Predict the reactants needed to synthesize the given product. (1) Given the product [C:15]1([C:21](=[N:8][C@@H:9]2[CH2:13][CH2:12][CH2:11][C@H:10]2[OH:14])[C:23]2[CH:24]=[CH:25][CH:26]=[CH:27][CH:28]=2)[CH:20]=[CH:19][CH:18]=[CH:17][CH:16]=1, predict the reactants needed to synthesize it. The reactants are: OC(C(F)(F)F)=O.[NH2:8][C@@H:9]1[CH2:13][CH2:12][CH2:11][C@H:10]1[OH:14].[C:15]1([C:21]([C:23]2[CH:28]=[CH:27][CH:26]=[CH:25][CH:24]=2)=N)[CH:20]=[CH:19][CH:18]=[CH:17][CH:16]=1. (2) Given the product [C:11]([N:15]1[C:19]([C:20]2[CH:25]=[CH:24][CH:23]=[CH:22][CH:21]=2)=[CH:18][C:17]([CH:26]=[N:2][OH:3])=[N:16]1)([CH3:14])([CH3:13])[CH3:12], predict the reactants needed to synthesize it. The reactants are: Cl.[NH2:2][OH:3].C(N(CC)CC)C.[C:11]([N:15]1[C:19]([C:20]2[CH:25]=[CH:24][CH:23]=[CH:22][CH:21]=2)=[CH:18][C:17]([CH:26]=O)=[N:16]1)([CH3:14])([CH3:13])[CH3:12].CCCCCC. (3) Given the product [Br:7][C:3]1[C:4]2[N:10]([CH:9]=[C:14]([CH3:15])[CH:13]=2)[CH:11]=[CH:12][CH:2]=1, predict the reactants needed to synthesize it. The reactants are: Cl[CH2:2][C:3](=O)[CH3:4].[Li+].[Br-:7].Br[C:9]1[C:14]([CH3:15])=[CH:13][CH:12]=[CH:11][N:10]=1.C([O-])([O-])=O.[K+].[K+]. (4) The reactants are: [Br:1][C:2]1[CH:3]=[C:4]([CH:7]=[C:8]([O:10][CH3:11])[CH:9]=1)[CH:5]=O.[NH:12]1[CH2:17][CH2:16][CH2:15][CH2:14][CH2:13]1.[BH4-].[Na+]. Given the product [Br:1][C:2]1[CH:3]=[C:4]([CH:7]=[C:8]([O:10][CH3:11])[CH:9]=1)[CH2:5][N:12]1[CH2:17][CH2:16][CH2:15][CH2:14][CH2:13]1, predict the reactants needed to synthesize it. (5) Given the product [Br:8][C:4]1[N:3]=[C:2]([C:19]2([OH:22])[CH2:20][CH2:21][CH:16]([N:15]([CH3:23])[CH3:14])[CH2:17][CH2:18]2)[CH:7]=[CH:6][CH:5]=1, predict the reactants needed to synthesize it. The reactants are: Br[C:2]1[CH:7]=[CH:6][CH:5]=[C:4]([Br:8])[N:3]=1.[Li]CCCC.[CH3:14][N:15]([CH3:23])[CH:16]1[CH2:21][CH2:20][C:19](=[O:22])[CH2:18][CH2:17]1. (6) Given the product [C:21]([O:20][C:18](=[O:19])[N:16]([CH2:15][CH2:14][N:13]([CH2:12][CH2:11][NH2:10])[C:25]([C@H:27]1[NH:45][C:44](=[O:46])[C@H:43]([CH2:47][CH2:48][CH2:49][NH:50][C:51]([O:53][C:54]([CH3:55])([CH3:56])[CH3:57])=[O:52])[NH:42][C:41](=[O:58])[C@@H:40]([NH:59][C:60]([O:62][C:63]([CH3:64])([CH3:65])[CH3:66])=[O:61])[CH2:39][C:38]2[CH:67]=[C:34]([CH:35]=[CH:36][C:37]=2[OH:68])[C:33]2=[CH:69][C:29](=[C:30]([OH:70])[CH:31]=[CH:32]2)[CH2:28]1)=[O:26])[CH3:17])([CH3:22])([CH3:23])[CH3:24], predict the reactants needed to synthesize it. The reactants are: C(OC(=O)[NH:10][CH2:11][CH2:12][N:13]([C:25]([C@H:27]1[NH:45][C:44](=[O:46])[C@H:43]([CH2:47][CH2:48][CH2:49][NH:50][C:51]([O:53][C:54]([CH3:57])([CH3:56])[CH3:55])=[O:52])[NH:42][C:41](=[O:58])[C@@H:40]([NH:59][C:60]([O:62][C:63]([CH3:66])([CH3:65])[CH3:64])=[O:61])[CH2:39][C:38]2[CH:67]=[C:34]([CH:35]=[CH:36][C:37]=2[OH:68])[C:33]2=[CH:69][C:29](=[C:30]([OH:70])[CH:31]=[CH:32]2)[CH2:28]1)=[O:26])[CH2:14][CH2:15][N:16]([C:18]([O:20][C:21]([CH3:24])([CH3:23])[CH3:22])=[O:19])[CH3:17])C1C=CC=CC=1. (7) The reactants are: [F:1][C:2]([F:17])([F:16])[C:3]1[CH:15]=[CH:14][CH:13]=[CH:12][C:4]=1[O:5][CH:6]1[CH2:11][CH2:10][NH:9][CH2:8][CH2:7]1.[C:18]([O:22][C:23]([NH:25][C@H:26]([CH2:30][C:31]1[CH:36]=[CH:35][C:34]([Cl:37])=[CH:33][C:32]=1[Cl:38])[C:27](O)=[O:28])=[O:24])([CH3:21])([CH3:20])[CH3:19].C1C=CC2N(O)N=NC=2C=1.CCN(C(C)C)C(C)C.C(Cl)CCl. Given the product [C:18]([O:22][C:23](=[O:24])[NH:25][C@H:26]([CH2:30][C:31]1[CH:36]=[CH:35][C:34]([Cl:37])=[CH:33][C:32]=1[Cl:38])[C:27](=[O:28])[N:9]1[CH2:10][CH2:11][CH:6]([O:5][C:4]2[CH:12]=[CH:13][CH:14]=[CH:15][C:3]=2[C:2]([F:1])([F:16])[F:17])[CH2:7][CH2:8]1)([CH3:21])([CH3:19])[CH3:20], predict the reactants needed to synthesize it. (8) Given the product [CH2:25]([O:24][CH2:23][CH2:22][CH2:21][C:7]1[N:8]=[C:9]([C:11]2[CH:12]=[CH:13][C:14]([C:17]([F:18])([F:20])[F:19])=[CH:15][CH:16]=2)[S:10][C:6]=1[CH2:4][OH:3])[C:26]1[CH:27]=[CH:28][CH:29]=[CH:30][CH:31]=1, predict the reactants needed to synthesize it. The reactants are: C([O:3][C:4]([C:6]1[S:10][C:9]([C:11]2[CH:16]=[CH:15][C:14]([C:17]([F:20])([F:19])[F:18])=[CH:13][CH:12]=2)=[N:8][C:7]=1[CH2:21][CH2:22][CH2:23][O:24][CH2:25][C:26]1[CH:31]=[CH:30][CH:29]=[CH:28][CH:27]=1)=O)C.[H-].[Al+3].[Li+].[H-].[H-].[H-].C(OCC)(=O)C.[Cl-].[NH4+].